From a dataset of Reaction yield outcomes from USPTO patents with 853,638 reactions. Predict the reaction yield, written as a fraction of the theoretical maximum amount of product (1.0 means a 100% yield; for example, 0.34 means a 34% yield). (1) The reactants are [Li+].C[Si]([N-][Si](C)(C)C)(C)C.[CH3:11][CH2:12][O:13]C(C)=O.[C:17]([C:20]1[C:21]([NH:28][C:29]2[CH:30]=[C:31]([NH:35][C:36](=[O:42])[O:37][C:38]([CH3:41])([CH3:40])[CH3:39])[CH:32]=[CH:33][CH:34]=2)=[N:22][C:23]([S:26][CH3:27])=[N:24][CH:25]=1)(=O)[CH3:18]. The catalyst is C1COCC1. The product is [CH3:18][C:17]1[C:20]2[CH:25]=[N:24][C:23]([S:26][CH3:27])=[N:22][C:21]=2[N:28]([C:29]2[CH:30]=[C:31]([NH:35][C:36](=[O:42])[O:37][C:38]([CH3:41])([CH3:40])[CH3:39])[CH:32]=[CH:33][CH:34]=2)[C:12](=[O:13])[CH:11]=1. The yield is 0.730. (2) The reactants are C(O/[CH:4]=[CH:5]/[C:6]1[C:7]([C:14]([O:16]C)=O)=[N:8][C:9]([S:12][CH3:13])=[N:10][CH:11]=1)C.[NH3:18]. The catalyst is CO.C1(C)C=CC=CC=1. The product is [CH3:13][S:12][C:9]1[N:10]=[CH:11][C:6]2[CH:5]=[CH:4][NH:18][C:14](=[O:16])[C:7]=2[N:8]=1. The yield is 0.840.